The task is: Predict the reactants needed to synthesize the given product.. This data is from Full USPTO retrosynthesis dataset with 1.9M reactions from patents (1976-2016). (1) Given the product [Cl:12][C:4]1[CH:3]=[C:2]([NH:13][C@@H:14]([C:19]2[CH:24]=[CH:23][CH:22]=[CH:21][CH:20]=2)[C@H:15]([OH:18])[CH2:16][OH:17])[C:7]([C:8]([NH:10][CH3:11])=[O:9])=[CH:6][N:5]=1, predict the reactants needed to synthesize it. The reactants are: Cl[C:2]1[C:7]([C:8]([NH:10][CH3:11])=[O:9])=[CH:6][N:5]=[C:4]([Cl:12])[CH:3]=1.[NH2:13][C@@H:14]([C:19]1[CH:24]=[CH:23][CH:22]=[CH:21][CH:20]=1)[C@H:15]([OH:18])[CH2:16][OH:17].CCN(C(C)C)C(C)C. (2) Given the product [CH:24]([SiH:20]([CH:21]([CH3:23])[CH3:22])[C:3]1[C:4]([CH3:19])=[CH:5][C:6]([O:8][CH2:9][CH2:10][CH2:11][OH:12])=[CH:7][C:2]=1[CH3:1])([CH3:26])[CH3:25], predict the reactants needed to synthesize it. The reactants are: [CH3:1][C:2]1[CH:7]=[C:6]([O:8][CH2:9][CH2:10][CH2:11][O:12]C2CCCCO2)[CH:5]=[C:4]([CH3:19])[C:3]=1[SiH:20]([CH:24]([CH3:26])[CH3:25])[CH:21]([CH3:23])[CH3:22].C1(C)C=CC(S([O-])(=O)=O)=CC=1.[NH+]1C=CC=CC=1.C([O-])(O)=O.[Na+]. (3) Given the product [N:50]1[CH:49]=[CH:48][CH:47]=[CH:46][C:45]=1[S:44][C:15](=[O:17])[CH2:14][CH2:13][CH:4]1[CH2:3][CH2:2][CH2:7][CH2:8][CH2:11]1, predict the reactants needed to synthesize it. The reactants are: Cl[C:2]1[CH:3]=[C:4]([CH2:13][CH2:14][C:15]([OH:17])=O)C=N[C:7]=1[C:8]([C:11]#N)(C)C.C1(P(C2C=CC=CC=2)C2C=CC=CC=2)C=CC=CC=1.[CH:47]1[CH:46]=[C:45]([S:44][S:44][C:45]2[N:50]=[CH:49][CH:48]=[CH:47][CH:46]=2)[N:50]=[CH:49][CH:48]=1. (4) The reactants are: Cl.Cl.[CH2:3]([O:5][C:6](=[O:28])[CH2:7][C:8]1[CH:13]=[CH:12][CH:11]=[C:10]([C:14]2[CH:19]=[CH:18][C:17]([C:20]([F:23])([F:22])[F:21])=[CH:16][C:15]=2[CH2:24][NH:25][CH2:26][CH3:27])[N:9]=1)[CH3:4].[CH:29]1([C:32](Cl)=[O:33])[CH2:31][CH2:30]1. Given the product [CH2:3]([O:5][C:6](=[O:28])[CH2:7][C:8]1[CH:13]=[CH:12][CH:11]=[C:10]([C:14]2[CH:19]=[CH:18][C:17]([C:20]([F:21])([F:23])[F:22])=[CH:16][C:15]=2[CH2:24][N:25]([C:32]([CH:29]2[CH2:31][CH2:30]2)=[O:33])[CH2:26][CH3:27])[N:9]=1)[CH3:4], predict the reactants needed to synthesize it.